This data is from Peptide-MHC class II binding affinity with 134,281 pairs from IEDB. The task is: Regression. Given a peptide amino acid sequence and an MHC pseudo amino acid sequence, predict their binding affinity value. This is MHC class II binding data. (1) The peptide sequence is GGQSSFYTDWYQPSQ. The MHC is HLA-DQA10101-DQB10501 with pseudo-sequence HLA-DQA10101-DQB10501. The binding affinity (normalized) is 0.610. (2) The peptide sequence is VKIEYSGTNNKTMAV. The MHC is HLA-DQA10101-DQB10501 with pseudo-sequence HLA-DQA10101-DQB10501. The binding affinity (normalized) is 0. (3) The peptide sequence is KTVSEGAVDIINKWQ. The MHC is DRB1_1302 with pseudo-sequence DRB1_1302. The binding affinity (normalized) is 0.224.